The task is: Predict the reaction yield, written as a fraction of the theoretical maximum amount of product (1.0 means a 100% yield; for example, 0.34 means a 34% yield).. This data is from Reaction yield outcomes from USPTO patents with 853,638 reactions. (1) The reactants are Br[CH2:2][C:3]([C:5]1[O:6][C:7]2[CH:13]=[C:12]([F:14])[CH:11]=[C:10]([O:15][CH2:16][C:17]3[N:18]=[C:19]([C:22]4[CH:27]=[CH:26][CH:25]=[CH:24][CH:23]=4)[S:20][CH:21]=3)[C:8]=2[CH:9]=1)=O.[Br:28][C:29]1[S:33][C:32]([NH2:34])=[N:31][N:30]=1.ClCCl.C([O-])(O)=O.[Na+]. The catalyst is CC(O)C. The product is [Br:28][C:29]1[S:33][C:32]2=[N:34][C:3]([C:5]3[O:6][C:7]4[CH:13]=[C:12]([F:14])[CH:11]=[C:10]([O:15][CH2:16][C:17]5[N:18]=[C:19]([C:22]6[CH:27]=[CH:26][CH:25]=[CH:24][CH:23]=6)[S:20][CH:21]=5)[C:8]=4[CH:9]=3)=[CH:2][N:31]2[N:30]=1. The yield is 0.430. (2) The reactants are [F:1][C:2]1[CH:47]=[CH:46][C:5]([C:6]([NH:8][C@:9]([C:35]2[CH:40]=[CH:39][C:38]([F:41])=[C:37]([C:42]([F:45])([F:44])[F:43])[CH:36]=2)([C:21]2[CH:26]=[C:25]([O:27][C:28]([F:33])([F:32])[CH:29]([F:31])[F:30])[CH:24]=[C:23]([F:34])[CH:22]=2)[CH2:10][C:11]2[CH:20]=[CH:19][C:14]([C:15](OC)=[O:16])=[CH:13][CH:12]=2)=[O:7])=[CH:4][C:3]=1[C:48]([F:51])([F:50])[F:49].C([BH-](CC)CC)C.[Li+]. The catalyst is C1COCC1. The product is [F:1][C:2]1[CH:47]=[CH:46][C:5]([C:6]([NH:8][C@:9]([C:35]2[CH:40]=[CH:39][C:38]([F:41])=[C:37]([C:42]([F:43])([F:44])[F:45])[CH:36]=2)([C:21]2[CH:26]=[C:25]([O:27][C:28]([F:33])([F:32])[CH:29]([F:30])[F:31])[CH:24]=[C:23]([F:34])[CH:22]=2)[CH2:10][C:11]2[CH:20]=[CH:19][C:14]([CH2:15][OH:16])=[CH:13][CH:12]=2)=[O:7])=[CH:4][C:3]=1[C:48]([F:51])([F:50])[F:49]. The yield is 0.790. (3) The reactants are [NH:1]([C:30]([O:32][C:33]([CH3:36])([CH3:35])[CH3:34])=[O:31])[C@H:2]([C:27](O)=[O:28])[CH2:3][CH2:4][CH2:5][NH:6][C:7](=[NH:26])[NH:8][S:9]([C:12]1[C:24]([CH3:25])=[C:23]2[C:17]([O:18][C:19]([CH2:22]2)([CH3:21])[CH3:20])=[C:15]([CH3:16])[C:13]=1[CH3:14])(=[O:11])=[O:10].CCN(C(C)C)C(C)C.CN(C(ON1N=NC2C=CC=NC1=2)=[N+](C)C)C.F[P-](F)(F)(F)(F)F.[CH2:70]([O:72][C:73](=[O:96])[CH2:74][N:75]([C:77](=[O:95])[C@@H:78]([NH2:94])[CH2:79][N:80]([CH3:93])[S:81]([C:84]1[CH:89]=[CH:88][CH:87]=[CH:86][C:85]=1[N+:90]([O-:92])=[O:91])(=[O:83])=[O:82])[CH3:76])[CH3:71]. The catalyst is CN(C=O)C. The product is [CH2:70]([O:72][C:73](=[O:96])[CH2:74][N:75]([C:77](=[O:95])[C@@H:78]([NH:94][C:27](=[O:28])[C@@H:2]([NH:1][C:30]([O:32][C:33]([CH3:36])([CH3:35])[CH3:34])=[O:31])[CH2:3][CH2:4][CH2:5][NH:6]/[C:7](/[NH2:26])=[N:8]\[S:9]([C:12]1[C:13]([CH3:14])=[C:15]([CH3:16])[C:17]2[O:18][C:19]([CH3:21])([CH3:20])[CH2:22][C:23]=2[C:24]=1[CH3:25])(=[O:11])=[O:10])[CH2:79][N:80]([CH3:93])[S:81]([C:84]1[CH:89]=[CH:88][CH:87]=[CH:86][C:85]=1[N+:90]([O-:92])=[O:91])(=[O:83])=[O:82])[CH3:76])[CH3:71]. The yield is 0.590. (4) The reactants are Cl[CH2:2]/[CH:3]=[CH:4]\[B:5]1[O:9][C:8]([CH3:11])([CH3:10])[C:7]([CH3:13])([CH3:12])[O:6]1.[NH:14]1[CH2:19][CH2:18][CH:17]([NH:20][C:21](=[O:27])[O:22][C:23]([CH3:26])([CH3:25])[CH3:24])[CH2:16][CH2:15]1. No catalyst specified. The product is [CH3:12][C:7]1([CH3:13])[C:8]([CH3:11])([CH3:10])[O:9][B:5](/[CH:4]=[CH:3]/[CH2:2][N:14]2[CH2:15][CH2:16][CH:17]([NH:20][C:21](=[O:27])[O:22][C:23]([CH3:25])([CH3:24])[CH3:26])[CH2:18][CH2:19]2)[O:6]1. The yield is 0.300. (5) The reactants are [N:1]1[CH:6]=[CH:5][CH:4]=[CH:3][C:2]=1[CH2:7][CH2:8][N:9]1[CH2:14][CH2:13][N:12]([C:15]([O:17][C:18]([CH3:21])([CH3:20])[CH3:19])=[O:16])[CH2:11][CH2:10]1.C([Li])CCC.[C:27]1(=[O:33])[CH2:32][CH2:31][CH2:30][CH2:29][CH2:28]1. The catalyst is O1CCCC1. The product is [OH:33][C:27]1([CH:7]([C:2]2[CH:3]=[CH:4][CH:5]=[CH:6][N:1]=2)[CH2:8][N:9]2[CH2:10][CH2:11][N:12]([C:15]([O:17][C:18]([CH3:21])([CH3:20])[CH3:19])=[O:16])[CH2:13][CH2:14]2)[CH2:32][CH2:31][CH2:30][CH2:29][CH2:28]1. The yield is 0.780. (6) The reactants are [C:1](OC(=O)C)(=O)C.C(O)=O.[C:11]([CH2:14][C:15]1[CH:23]=[C:22]([O:24][CH3:25])[CH:21]=[CH:20][C:16]=1[C:17]([OH:19])=[O:18])([OH:13])=[O:12].N1C=CC=CC=1. The catalyst is CCOCC. The product is [CH3:25][O:24][C:22]1[CH:23]=[C:15]2[C:16](=[CH:20][CH:21]=1)[C:17](=[O:19])[O:18][CH:1]=[C:14]2[C:11]([OH:13])=[O:12]. The yield is 0.955. (7) The reactants are [CH2:1]([O:8][C:9]1[CH:13]=[C:12]([CH:14]=O)[N:11]([C:16]2[CH:21]=[CH:20][CH:19]=[CH:18][CH:17]=2)[N:10]=1)[C:2]1[CH:7]=[CH:6][CH:5]=[CH:4][CH:3]=1.[C:22]([O:25][CH2:26][CH2:27]P(OCC)(OCC)=O)(=[O:24])[CH3:23].CN(C)C=O.[H-].[Na+]. The catalyst is O. The product is [CH2:1]([O:8][C:9]1[CH:13]=[C:12](/[CH:14]=[CH:23]/[C:22]([O:25][CH2:26][CH3:27])=[O:24])[N:11]([C:16]2[CH:21]=[CH:20][CH:19]=[CH:18][CH:17]=2)[N:10]=1)[C:2]1[CH:7]=[CH:6][CH:5]=[CH:4][CH:3]=1. The yield is 0.940. (8) The reactants are [Br:1][C:2]1[CH:3]=[C:4]([CH:7]=[CH:8][C:9]=1[OH:10])[CH:5]=[O:6].[CH2:11]([O:13][C:14](=[O:19])[C:15](Br)([CH3:17])[CH3:16])[CH3:12].C([O-])([O-])=O.[K+].[K+]. The catalyst is CN(C=O)C. The product is [CH2:11]([O:13][C:14](=[O:19])[C:15]([O:10][C:9]1[CH:8]=[CH:7][C:4]([CH:5]=[O:6])=[CH:3][C:2]=1[Br:1])([CH3:17])[CH3:16])[CH3:12]. The yield is 0.730. (9) The reactants are Br[C:2]1[CH:3]=[C:4]([N:8]2[C:12]3[CH2:13][O:14][CH2:15][CH2:16][C:11]=3[C:10]([C:17]([NH2:19])=[O:18])=[N:9]2)[CH:5]=[CH:6][CH:7]=1.[C:20]([C@:22]1([OH:29])[CH2:26][CH2:25][N:24]([CH3:27])[C:23]1=[O:28])#[CH:21]. No catalyst specified. The product is [OH:29][C@@:22]1([C:20]#[C:21][C:2]2[CH:3]=[C:4]([N:8]3[C:12]4[CH2:13][O:14][CH2:15][CH2:16][C:11]=4[C:10]([C:17]([NH2:19])=[O:18])=[N:9]3)[CH:5]=[CH:6][CH:7]=2)[CH2:26][CH2:25][N:24]([CH3:27])[C:23]1=[O:28]. The yield is 0.240.